This data is from Peptide-MHC class II binding affinity with 134,281 pairs from IEDB. The task is: Regression. Given a peptide amino acid sequence and an MHC pseudo amino acid sequence, predict their binding affinity value. This is MHC class II binding data. The peptide sequence is AEMKTDAATLAQEAG. The MHC is DRB3_0202 with pseudo-sequence DRB3_0202. The binding affinity (normalized) is 0.338.